Predict the reactants needed to synthesize the given product. From a dataset of Full USPTO retrosynthesis dataset with 1.9M reactions from patents (1976-2016). (1) Given the product [I:20][C:4]1[CH:3]=[C:2]([CH3:1])[C:7]([N+:8]([O-:10])=[O:9])=[CH:6][N:5]=1, predict the reactants needed to synthesize it. The reactants are: [CH3:1][C:2]1[C:7]([N+:8]([O-:10])=[O:9])=[CH:6][N:5]=[C:4](N)[CH:3]=1.N(OCCC(C)C)=O.[I:20]CI. (2) Given the product [C:4]([C:5]([NH:7][C:8]1[CH:17]=[CH:16][C:15]([CH2:18][CH2:19][C:20]([NH:22][CH2:23][CH2:24][CH2:25][CH2:26][O:27][C:28]2[CH:33]=[CH:32][CH:31]=[C:30]([OH:34])[C:29]=2[C:35]([O:37][CH3:38])=[O:36])=[O:21])=[CH:14][C:9]=1[C:10]([OH:12])=[O:11])=[O:6])([OH:39])=[O:3], predict the reactants needed to synthesize it. The reactants are: C([O:3][C:4](=[O:39])[C:5]([NH:7][C:8]1[CH:17]=[CH:16][C:15]([CH2:18][CH2:19][C:20]([NH:22][CH2:23][CH2:24][CH2:25][CH2:26][O:27][C:28]2[CH:33]=[CH:32][CH:31]=[C:30]([OH:34])[C:29]=2[C:35]([O:37][CH3:38])=[O:36])=[O:21])=[CH:14][C:9]=1[C:10]([O:12]C)=[O:11])=[O:6])C.[OH-].[Na+]. (3) Given the product [Cl:1][C:2]1[C:3]([O:18][CH:20]([CH3:22])[CH3:21])=[C:4]([CH:9]=[C:10]([CH:15]2[CH2:16][CH2:17]2)[C:11]=1[CH:12]1[CH2:14][CH2:13]1)[C:5]([O:7][CH3:8])=[O:6], predict the reactants needed to synthesize it. The reactants are: [Cl:1][C:2]1[C:3]([OH:18])=[C:4]([CH:9]=[C:10]([CH:15]2[CH2:17][CH2:16]2)[C:11]=1[CH:12]1[CH2:14][CH2:13]1)[C:5]([O:7][CH3:8])=[O:6].I[CH:20]([CH3:22])[CH3:21]. (4) Given the product [Br:1][C:2]1[CH:7]=[CH:6][C:5]([S:8]([NH:12][C:13]2[CH:18]=[CH:17][C:16]([Cl:19])=[CH:15][C:14]=2[C:20]([C:22]2[CH:27]=[CH:26][N:25]=[CH:24][CH:23]=2)=[O:21])(=[O:10])=[O:9])=[CH:4][CH:3]=1, predict the reactants needed to synthesize it. The reactants are: [Br:1][C:2]1[CH:7]=[CH:6][C:5]([S:8](Cl)(=[O:10])=[O:9])=[CH:4][CH:3]=1.[NH2:12][C:13]1[CH:18]=[CH:17][C:16]([Cl:19])=[CH:15][C:14]=1[C:20]([C:22]1[CH:27]=[CH:26][N:25]=[CH:24][CH:23]=1)=[O:21]. (5) Given the product [NH2:28][C@@H:26]1[CH2:27][CH2:22][CH2:23][CH2:24][C@H:25]1[NH:29][C:6]1[C:5]([Cl:11])=[C:4]([Cl:12])[C:3]([C:13]#[N:14])=[C:2]([Cl:1])[C:7]=1[C:8]#[N:9], predict the reactants needed to synthesize it. The reactants are: [Cl:1][C:2]1[C:7]([C:8]#[N:9])=[C:6](Cl)[C:5]([Cl:11])=[C:4]([Cl:12])[C:3]=1[C:13]#[N:14].C(N(CC)CC)C.[CH2:22]1[CH2:27][C@@H:26]([NH2:28])[C@H:25]([NH2:29])[CH2:24][CH2:23]1.O. (6) Given the product [CH2:24]([N:13]1[C:14]2[C:19](=[CH:18][CH:17]=[CH:16][C:15]=2[C:20]([F:23])([F:22])[F:21])[C:11]([C:4]2[CH:5]=[CH:6][C:7]([OH:9])=[CH:8][C:3]=2[OH:2])=[N:12]1)[CH:25]([CH3:27])[CH3:26], predict the reactants needed to synthesize it. The reactants are: C[O:2][C:3]1[CH:8]=[C:7]([O:9]C)[CH:6]=[CH:5][C:4]=1[C:11]1[C:19]2[C:14](=[C:15]([C:20]([F:23])([F:22])[F:21])[CH:16]=[CH:17][CH:18]=2)[N:13]([CH2:24][CH:25]([CH3:27])[CH3:26])[N:12]=1.B(Br)(Br)Br.C1CCCCC=1. (7) The reactants are: [N:1]12[CH2:8][CH2:7][C:4]([C:9]([C:17]3[CH:22]=[CH:21][CH:20]=[CH:19][CH:18]=3)([C:11]3[CH:16]=[CH:15][CH:14]=[CH:13][CH:12]=3)[OH:10])([CH2:5][CH2:6]1)[CH2:3][CH2:2]2.[Br:23][CH2:24][CH2:25][CH2:26][O:27][C:28]1[CH:33]=[CH:32][CH:31]=[CH:30][C:29]=1[O:34][CH2:35][C:36]1[CH:41]=[CH:40][CH:39]=[CH:38][CH:37]=1. Given the product [Br-:23].[OH:10][C:9]([C:17]1[CH:22]=[CH:21][CH:20]=[CH:19][CH:18]=1)([C:11]1[CH:12]=[CH:13][CH:14]=[CH:15][CH:16]=1)[C:4]12[CH2:5][CH2:6][N+:1]([CH2:24][CH2:25][CH2:26][O:27][C:28]3[CH:33]=[CH:32][CH:31]=[CH:30][C:29]=3[O:34][CH2:35][C:36]3[CH:41]=[CH:40][CH:39]=[CH:38][CH:37]=3)([CH2:2][CH2:3]1)[CH2:8][CH2:7]2, predict the reactants needed to synthesize it.